This data is from Forward reaction prediction with 1.9M reactions from USPTO patents (1976-2016). The task is: Predict the product of the given reaction. (1) Given the reactants [CH:1]([C:4]1[CH:9]=[CH:8][CH:7]=[C:6]([OH:10])[C:5]=1C)([CH3:3])[CH3:2].[C:12]([OH:19])(=[O:18])/[CH:13]=[CH:14]/[C:15]([OH:17])=[O:16].[C:20]([OH:51])(=[O:50])[CH2:21][CH2:22][C@H:23]([NH:27][C:28]([C:30]1[CH:49]=[CH:48][C:33]([NH:34][CH2:35][C:36]2[N:47]=[C:46]3[C:39]([N:40]=[C:41]([NH:43][C:44]3=[O:45])[NH2:42])=[N:38][CH:37]=2)=[CH:32][CH:31]=1)=[O:29])[C:24]([OH:26])=[O:25], predict the reaction product. The product is: [NH2:42][CH:41]1[NH:43][C:44]([OH:45])=[C:46]2[C:39]([N:38]=[CH:37][C:36]([CH2:35][NH:34][C:33]3[CH:32]=[CH:31][C:30]([C:28]([NH:27][CH:23]([C:24]([OH:26])=[O:25])[CH2:22][CH2:21][C:20]([O:51][C:9]4[C:4]([CH:1]([CH3:2])[CH3:3])=[C:5]([C:6]([OH:10])=[CH:7][CH:8]=4)[O:16][C:15](=[O:17])/[CH:14]=[CH:13]/[C:12]([OH:19])=[O:18])=[O:50])=[O:29])=[CH:49][CH:48]=3)=[N:47]2)=[N:40]1. (2) Given the reactants [CH3:1][O:2][C:3]1[CH:4]=[C:5]([CH:9]=[CH:10][C:11]=1[O:12][CH3:13])[C:6](Cl)=[O:7].Br[C:15]1[CH:23]=[CH:22][C:21]([O:24][CH3:25])=[CH:20][C:16]=1[C:17]([OH:19])=[O:18], predict the reaction product. The product is: [CH3:1][O:2][C:3]1[CH:4]=[C:5]([CH:9]=[CH:10][C:11]=1[O:12][CH3:13])[C:6]([C:15]1[CH:23]=[CH:22][C:21]([O:24][CH3:25])=[CH:20][C:16]=1[C:17]([OH:19])=[O:18])=[O:7]. (3) The product is: [CH2:26]([NH:32][C:33](=[O:34])[O:18][C:15]1[CH:16]=[C:17]2[C:12]([CH2:11][CH2:10][CH2:9][N:8]2[CH2:1][C:2]2[CH:3]=[CH:4][CH:5]=[CH:6][CH:7]=2)=[CH:13][CH:14]=1)[CH2:27][CH2:28][CH2:29][CH2:30][CH3:31]. Given the reactants [CH2:1]([N:8]1[C:17]2[C:12](=[CH:13][CH:14]=[C:15]([OH:18])[CH:16]=2)[CH2:11][CH2:10][CH2:9]1)[C:2]1[CH:7]=[CH:6][CH:5]=[CH:4][CH:3]=1.C(N(CC)CC)C.[CH2:26]([N:32]=[C:33]=[O:34])[CH2:27][CH2:28][CH2:29][CH2:30][CH3:31], predict the reaction product. (4) The product is: [CH2:15]([N:14]([CH2:1][CH2:2][CH2:3][CH2:4][CH2:5][CH2:6][CH2:7][CH2:8][CH2:9][CH2:10][CH2:11][CH2:12][CH3:13])[C:30](=[S:31])[S-:32])[CH2:16][CH2:17][CH2:18][CH2:19][CH2:20][CH2:21][CH2:22][CH2:23][CH2:24][CH2:25][CH2:26][CH3:27].[Zn+2:29].[CH2:15]([N:14]([CH2:1][CH2:2][CH2:3][CH2:4][CH2:5][CH2:6][CH2:7][CH2:8][CH2:9][CH2:10][CH2:11][CH2:12][CH3:13])[C:30](=[S:31])[S-:32])[CH2:16][CH2:17][CH2:18][CH2:19][CH2:20][CH2:21][CH2:22][CH2:23][CH2:24][CH2:25][CH2:26][CH3:27]. Given the reactants [CH2:1]([NH:14][CH2:15][CH2:16][CH2:17][CH2:18][CH2:19][CH2:20][CH2:21][CH2:22][CH2:23][CH2:24][CH2:25][CH2:26][CH3:27])[CH2:2][CH2:3][CH2:4][CH2:5][CH2:6][CH2:7][CH2:8][CH2:9][CH2:10][CH2:11][CH2:12][CH3:13].[O-2].[Zn+2:29].[C:30](=[S:32])=[S:31], predict the reaction product. (5) Given the reactants [CH2:1]([C:4]1[C:8]([CH2:9][CH2:10][CH2:11][OH:12])=[CH:7][N:6]([C:13]2[CH:18]=[CH:17][C:16]([C:19]([F:22])([F:21])[F:20])=[CH:15][N:14]=2)[N:5]=1)[CH2:2][CH3:3].O[C:24]1[C:28]([CH2:29][CH2:30][CH3:31])=[CH:27][N:26](C(OC(C)(C)C)=O)[N:25]=1.C(P(CCCC)CCCC)CCC.N(C(N1CCCCC1)=O)=NC(N1CCCCC1)=O, predict the reaction product. The product is: [CH2:29]([C:28]1[C:24]([O:12][CH2:11][CH2:10][CH2:9][C:8]2[C:4]([CH2:1][CH2:2][CH3:3])=[N:5][N:6]([C:13]3[CH:18]=[CH:17][C:16]([C:19]([F:21])([F:20])[F:22])=[CH:15][N:14]=3)[CH:7]=2)=[N:25][NH:26][CH:27]=1)[CH2:30][CH3:31]. (6) Given the reactants [CH3:1][N:2]1[C:6]([Sn](CCCC)(CCCC)CCCC)=[C:5]([CH3:20])[N:4]=[N:3]1.Br[C:22]1[CH:34]=[N:33][C:32]2[C:31]3[CH:30]=[CH:29][C:28]([Cl:35])=[C:27]([F:36])[C:26]=3[N:25]([C@H:37]([C:44]3[CH:49]=[CH:48][CH:47]=[CH:46][CH:45]=3)[CH:38]3[CH2:43][CH2:42][O:41][CH2:40][CH2:39]3)[C:24]=2[CH:23]=1.C(N(CC)CC)C, predict the reaction product. The product is: [Cl:35][C:28]1[CH:29]=[CH:30][C:31]2[C:32]3[N:33]=[CH:34][C:22]([C:6]4[N:2]([CH3:1])[N:3]=[N:4][C:5]=4[CH3:20])=[CH:23][C:24]=3[N:25]([C@H:37]([C:44]3[CH:45]=[CH:46][CH:47]=[CH:48][CH:49]=3)[CH:38]3[CH2:43][CH2:42][O:41][CH2:40][CH2:39]3)[C:26]=2[C:27]=1[F:36]. (7) Given the reactants C(OC([NH:8][C@@H:9]1[CH2:14][CH2:13][C@H:12]([O:15][NH2:16])[CH2:11][CH2:10]1)=O)(C)(C)C.[ClH:17], predict the reaction product. The product is: [ClH:17].[ClH:17].[NH2:8][C@@H:9]1[CH2:14][CH2:13][C@H:12]([O:15][NH2:16])[CH2:11][CH2:10]1.